From a dataset of Forward reaction prediction with 1.9M reactions from USPTO patents (1976-2016). Predict the product of the given reaction. (1) Given the reactants Cl[C:2]1[N:7]=[C:6]([NH:8][C:9]2[CH:14]=[CH:13][C:12]([O:15][CH3:16])=[CH:11][C:10]=2[NH:17][S:18]([CH3:21])(=[O:20])=[O:19])[C:5]([Cl:22])=[CH:4][N:3]=1.[OH:23][C:24]1[CH:30]=[C:29]([O:31][CH3:32])[CH:28]=[CH:27][C:25]=1[NH2:26], predict the reaction product. The product is: [Cl:22][C:5]1[C:6]([NH:8][C:9]2[CH:14]=[CH:13][C:12]([O:15][CH3:16])=[CH:11][C:10]=2[NH:17][S:18]([CH3:21])(=[O:20])=[O:19])=[N:7][C:2]([NH:26][C:25]2[CH:27]=[CH:28][C:29]([O:31][CH3:32])=[CH:30][C:24]=2[OH:23])=[N:3][CH:4]=1. (2) Given the reactants [CH3:1][C:2]1[C:10]2[C:9]([C:11]#[N:12])=[N:8][CH:7]=[N:6][C:5]=2[S:4][CH:3]=1.Cl.C(Cl)Cl, predict the reaction product. The product is: [CH3:1][C:2]1[C:10]2[C:9]([CH2:11][NH2:12])=[N:8][CH:7]=[N:6][C:5]=2[S:4][CH:3]=1. (3) Given the reactants C1(O)CC=CC1.CC[N:9]([CH2:12][CH3:13])CC.[C:14]([Cl:22])(=O)[C:15]1[CH:20]=[CH:19][CH:18]=[CH:17]C=1.[CH2:23](Cl)[Cl:24], predict the reaction product. The product is: [CH2:19]1[CH2:20][CH:15]([CH2:14][Cl:22])[N:9]([CH2:12][CH2:13][CH2:23][Cl:24])[CH2:17][CH2:18]1.